Dataset: Forward reaction prediction with 1.9M reactions from USPTO patents (1976-2016). Task: Predict the product of the given reaction. The product is: [Cl:1][C:2]1[CH:3]=[CH:4][C:5]([CH2:6][NH:7][C:8]([C:10]2[CH:11]=[N:12][C:13]3[C:18]([C:19]=2[OH:20])=[CH:17][C:16]([CH2:21][N:40]2[CH2:45][CH2:44][O:43][CH2:42][CH2:41]2)=[CH:15][C:14]=3[I:23])=[O:9])=[CH:24][CH:25]=1. Given the reactants [Cl:1][C:2]1[CH:25]=[CH:24][C:5]([CH2:6][NH:7][C:8]([C:10]2[CH:11]=[N:12][C:13]3[C:18]([C:19]=2[OH:20])=[CH:17][C:16]([CH2:21]O)=[CH:15][C:14]=3[I:23])=[O:9])=[CH:4][CH:3]=1.N1C(C)=CC(C)=CC=1C.CS(Cl)(=O)=O.[NH:40]1[CH2:45][CH2:44][O:43][CH2:42][CH2:41]1, predict the reaction product.